Predict which catalyst facilitates the given reaction. From a dataset of Catalyst prediction with 721,799 reactions and 888 catalyst types from USPTO. Reactant: Br[C:2]1[C:3]([O:31][CH3:32])=[CH:4][C:5]2[CH2:6][CH2:7][N:8]3[CH:14]4[C:15](=[O:25])[N:16]([C:21]([CH3:24])([CH3:23])[CH3:22])[CH2:17][CH2:18][S:19][CH2:20][CH:13]4[C:12]([C:26]4[S:27][CH:28]=[CH:29][CH:30]=4)=[C:9]3[C:10]=2[CH:11]=1.[N:33]1[CH:38]=[CH:37][CH:36]=[C:35](B(O)O)[CH:34]=1.C([O-])([O-])=O.[K+].[K+].C(COC)OC. Product: [C:21]([N:16]1[C:15](=[O:25])[CH:14]2[CH:13]([C:12]([C:26]3[S:27][CH:28]=[CH:29][CH:30]=3)=[C:9]3[C:10]4[CH:11]=[C:2]([C:35]5[CH:34]=[N:33][CH:38]=[CH:37][CH:36]=5)[C:3]([O:31][CH3:32])=[CH:4][C:5]=4[CH2:6][CH2:7][N:8]32)[CH2:20][S:19][CH2:18][CH2:17]1)([CH3:23])([CH3:22])[CH3:24]. The catalyst class is: 257.